This data is from Full USPTO retrosynthesis dataset with 1.9M reactions from patents (1976-2016). The task is: Predict the reactants needed to synthesize the given product. (1) Given the product [ClH:12].[N:36]12[CH2:37][CH2:38][CH:39]([CH2:40][CH2:41]1)[C@@H:34]([NH:33][C:31]([C:28]1[O:29][C:30]3[C:22]([C:17]4[CH:18]=[CH:19][CH:20]=[CH:21][C:16]=4[CH2:15][NH:14][C:10]([NH:9][CH3:8])=[O:11])=[CH:23][CH:24]=[CH:25][C:26]=3[CH:27]=1)=[O:32])[CH2:35]2, predict the reactants needed to synthesize it. The reactants are: C(N(CC)CC)C.[CH3:8][N:9]=[C:10]=[O:11].[ClH:12].Cl.[NH2:14][CH2:15][C:16]1[CH:21]=[CH:20][CH:19]=[CH:18][C:17]=1[C:22]1[C:30]2[O:29][C:28]([C:31]([NH:33][C@@H:34]3[CH:39]4[CH2:40][CH2:41][N:36]([CH2:37][CH2:38]4)[CH2:35]3)=[O:32])=[CH:27][C:26]=2[CH:25]=[CH:24][CH:23]=1.C1COCC1. (2) Given the product [CH2:3]([C:7]1[N:8]([CH2:20][C:21]([CH3:24])([O:23][CH2:26][CH2:25][S:27]([CH3:30])(=[O:29])=[O:28])[CH3:22])[C:9]2[C:18]3[CH:17]=[CH:16][CH:15]=[CH:14][C:13]=3[N:12]=[CH:11][C:10]=2[N:19]=1)[CH2:4][CH2:5][CH3:6], predict the reactants needed to synthesize it. The reactants are: [H-].[Na+].[CH2:3]([C:7]1[N:8]([CH2:20][C:21]([CH3:24])([OH:23])[CH3:22])[C:9]2[C:18]3[CH:17]=[CH:16][CH:15]=[CH:14][C:13]=3[N:12]=[CH:11][C:10]=2[N:19]=1)[CH2:4][CH2:5][CH3:6].[CH:25]([S:27]([CH3:30])(=[O:29])=[O:28])=[CH2:26].O. (3) Given the product [F:1][C:2]1[CH:7]=[C:6]([F:8])[CH:5]=[C:4]([F:9])[C:3]=1/[CH:10]=[CH:11]\[CH:19]([S:20][CH:19](/[CH:11]=[CH:10]\[C:3]1[C:2]([F:1])=[CH:7][C:6]([F:8])=[CH:5][C:4]=1[F:9])[C:18]1[CH:21]=[CH:22][C:15]([N+:12]([O-:14])=[O:13])=[CH:16][CH:17]=1)[C:18]1[CH:21]=[CH:22][C:15]([N+:12]([O-:14])=[O:13])=[CH:16][CH:17]=1, predict the reactants needed to synthesize it. The reactants are: [F:1][C:2]1[CH:7]=[C:6]([F:8])[CH:5]=[C:4]([F:9])[C:3]=1[C:10]#[CH:11].[N+:12]([C:15]1[CH:22]=[CH:21][C:18]([CH2:19][SH:20])=[CH:17][CH:16]=1)([O-:14])=[O:13].[Na].